This data is from Full USPTO retrosynthesis dataset with 1.9M reactions from patents (1976-2016). The task is: Predict the reactants needed to synthesize the given product. (1) Given the product [F:39][C:2]([F:38])([F:1])[C:3]1[CH:33]=[C:32]([C:34]([F:35])([F:36])[F:37])[CH:31]=[CH:30][C:4]=1[CH2:5][N:6]1[C:14]2[C:9](=[CH:10][C:11](/[CH:15]=[C:16]3/[C:17](=[O:29])[N:18]([C@@H:22]4[CH2:27][CH2:26][N:25]([CH3:40])[CH2:24][C@H:23]4[OH:28])[C:19](=[O:21])[S:20]/3)=[CH:12][CH:13]=2)[CH:8]=[N:7]1, predict the reactants needed to synthesize it. The reactants are: [F:1][C:2]([F:39])([F:38])[C:3]1[CH:33]=[C:32]([C:34]([F:37])([F:36])[F:35])[CH:31]=[CH:30][C:4]=1[CH2:5][N:6]1[C:14]2[C:9](=[CH:10][C:11](/[CH:15]=[C:16]3/[C:17](=[O:29])[N:18]([C@@H:22]4[CH2:27][CH2:26][NH:25][CH2:24][C@H:23]4[OH:28])[C:19](=[O:21])[S:20]/3)=[CH:12][CH:13]=2)[CH:8]=[N:7]1.[CH2:40]=O. (2) Given the product [Cl:12][C:9]1[CH:10]=[CH:11][C:6]([CH2:5][CH:4]([O:21][CH2:20][CH:16]2[CH2:19][CH2:18][CH2:17]2)[C:3]([O:2][CH3:1])=[O:15])=[CH:7][CH:8]=1, predict the reactants needed to synthesize it. The reactants are: [CH3:1][O:2][C:3](=[O:15])[C:4](=[N+]=[N-])[CH2:5][C:6]1[CH:11]=[CH:10][C:9]([Cl:12])=[CH:8][CH:7]=1.[CH:16]1([CH2:20][OH:21])[CH2:19][CH2:18][CH2:17]1. (3) The reactants are: Cl[C:2]1[CH:7]=[C:6]([CH:8]([F:10])[F:9])[CH:5]=[CH:4][N:3]=1.[C:11]([O:15][C:16](=[O:18])[NH2:17])([CH3:14])([CH3:13])[CH3:12].C([O-])([O-])=O.[Cs+].[Cs+].CC(C1C=C(C(C)C)C(C2C=CC=CC=2P(C2CCCCC2)C2CCCCC2)=C(C(C)C)C=1)C. Given the product [F:9][CH:8]([F:10])[C:6]1[CH:5]=[CH:4][N:3]=[C:2]([NH:17][C:16](=[O:18])[O:15][C:11]([CH3:14])([CH3:13])[CH3:12])[CH:7]=1, predict the reactants needed to synthesize it. (4) The reactants are: CC([O-])(C)C.[K+].C(C1C=CC=CC=1)(=O)C.C(C1C=CC=CC=1)(=O)C1C=CC=CC=1.C1C=CC(CCO)=CC=1.C(O)(C1C=CC=CC=1)C1C=CC=CC=1.[C:53]([CH:57]1[CH2:62][CH2:61][C:60](=[O:63])[CH2:59][CH2:58]1)([CH3:56])([CH3:55])[CH3:54]. Given the product [C:53]([C@@H:57]1[CH2:58][CH2:59][C@H:60]([OH:63])[CH2:61][CH2:62]1)([CH3:56])([CH3:54])[CH3:55], predict the reactants needed to synthesize it. (5) Given the product [Br:1][C:2]1[C:3]([O:13][CH3:14])=[C:4]([C:10](=[O:12])[CH3:11])[CH:5]=[C:6]([Cl:9])[C:7]=1[F:8], predict the reactants needed to synthesize it. The reactants are: [Br:1][C:2]1[C:3]([OH:13])=[C:4]([C:10](=[O:12])[CH3:11])[CH:5]=[C:6]([Cl:9])[C:7]=1[F:8].[C:14](=O)([O-])[O-].[K+].[K+].CI. (6) Given the product [O:8]=[C:7]1[O:9][C@H:3]([C@H:2]([CH2:1][OH:13])[OH:12])[C:4]([OH:10])=[C:5]1[OH:6], predict the reactants needed to synthesize it. The reactants are: [CH2:1]([OH:13])[C@H:2]([OH:12])[C@@H:3](O)[C@H:4]([OH:10])[C:5]([C:7]([OH:9])=[O:8])=[O:6].O=C[C@@H]([C@H]([C@@H]([C@@H](CO)O)O)O)O. (7) Given the product [F:12][C:13]([F:29])([F:28])[C:14]1[CH:15]=[C:16]([C:20]2([CH:26]=[CH:35][C:33]([O:32][CH2:31][CH3:30])=[O:34])[CH2:25][CH2:24][O:23][CH2:22][CH2:21]2)[CH:17]=[CH:18][CH:19]=1, predict the reactants needed to synthesize it. The reactants are: C(N(CC)C(C)C)(C)C.[Br-].[Li+].[F:12][C:13]([F:29])([F:28])[C:14]1[CH:15]=[C:16]([C:20]2([CH:26]=O)[CH2:25][CH2:24][O:23][CH2:22][CH2:21]2)[CH:17]=[CH:18][CH:19]=1.[CH3:30][CH2:31][O:32][C:33]([CH3:35])=[O:34]. (8) The reactants are: [F:1][C:2]1[C:32]([F:33])=[CH:31][CH:30]=[CH:29][C:3]=1[CH2:4][N:5]1[C:9]2=[N:10][C:11]([CH3:14])=[N:12][CH:13]=[C:8]2[C:7]([C:15]2[N:16]=[N:17][C:18]([C:22]([CH3:28])([CH3:27])[C:23]([O:25]C)=O)=[C:19](O)[N:20]=2)=[N:6]1.P(Cl)(Cl)(Cl)=O.[NH3:39]. Given the product [F:1][C:2]1[C:32]([F:33])=[CH:31][CH:30]=[CH:29][C:3]=1[CH2:4][N:5]1[C:9]2=[N:10][C:11]([CH3:14])=[N:12][CH:13]=[C:8]2[C:7]([C:15]2[N:16]=[N:17][C:18]3[C:22]([CH3:28])([CH3:27])[C:23](=[O:25])[NH:39][C:19]=3[N:20]=2)=[N:6]1, predict the reactants needed to synthesize it. (9) Given the product [CH2:1]([C:3]1[S:29][C:6]2[N:7]([CH2:13][C:14]3[CH:19]=[CH:18][C:17]([C:20]4[C:21]([C:26]#[N:27])=[CH:22][CH:23]=[CH:24][CH:25]=4)=[CH:16][C:15]=3[F:28])[C:8](=[O:12])[N:9]([CH2:31][C:32]([C:34]3[CH:39]=[CH:38][C:37]([O:40][CH3:41])=[C:36]([F:42])[CH:35]=3)=[O:33])[C:10](=[O:11])[C:5]=2[CH:4]=1)[CH3:2], predict the reactants needed to synthesize it. The reactants are: [CH2:1]([C:3]1[S:29][C:6]2[N:7]([CH2:13][C:14]3[CH:19]=[CH:18][C:17]([C:20]4[C:21]([C:26]#[N:27])=[CH:22][CH:23]=[CH:24][CH:25]=4)=[CH:16][C:15]=3[F:28])[C:8](=[O:12])[NH:9][C:10](=[O:11])[C:5]=2[CH:4]=1)[CH3:2].Br[CH2:31][C:32]([C:34]1[CH:39]=[CH:38][C:37]([O:40][CH3:41])=[C:36]([F:42])[CH:35]=1)=[O:33].CN(C)C=O.[H-].[Na+].